This data is from Full USPTO retrosynthesis dataset with 1.9M reactions from patents (1976-2016). The task is: Predict the reactants needed to synthesize the given product. (1) Given the product [CH3:36][O:37][C:38](=[O:57])[NH:39][C:40]1[CH:45]=[C:44]([C:46]([C:48]2[CH:53]=[CH:52][N:51]=[C:50]([O:54][CH3:55])[CH:49]=2)=[O:47])[CH:43]=[CH:42][C:41]=1[C:9]1[C:4]2[CH:3]=[CH:2][O:1][C:5]=2[CH:6]=[CH:7][CH:8]=1, predict the reactants needed to synthesize it. The reactants are: [O:1]1[C:5]2[CH:6]=[CH:7][CH:8]=[C:9](OS(C(F)(F)F)(=O)=O)[C:4]=2[CH:3]=[CH:2]1.CC1(C)C(C)(C)OB(C2C3C=COC=3C=CC=2)O1.[CH3:36][O:37][C:38](=[O:57])[NH:39][C:40]1[CH:45]=[C:44]([C:46]([C:48]2[CH:53]=[CH:52][N:51]=[C:50]([O:54][CH3:55])[CH:49]=2)=[O:47])[CH:43]=[C:42](Br)[CH:41]=1. (2) Given the product [CH3:1][O:2][CH:3]([O:19][CH3:20])[C@@:4]1([CH3:18])[C@@H:9]([OH:10])[C@H:8]([N:28]([C:25]2[CH:26]=[CH:27][C:22]([Cl:21])=[CH:23][CH:24]=2)[CH2:29][C:30]2[NH:31][CH:32]=[CH:33][N:34]=2)[C:7]2[CH:11]=[C:12]([N+:15]([O-:17])=[O:16])[CH:13]=[CH:14][C:6]=2[O:5]1, predict the reactants needed to synthesize it. The reactants are: [CH3:1][O:2][CH:3]([O:19][CH3:20])[C@@:4]1([CH3:18])[C@H:9]2[O:10][C@H:8]2[C:7]2[CH:11]=[C:12]([N+:15]([O-:17])=[O:16])[CH:13]=[CH:14][C:6]=2[O:5]1.[Cl:21][C:22]1[CH:27]=[CH:26][C:25]([NH:28][CH2:29][C:30]2[NH:31][CH:32]=[CH:33][N:34]=2)=[CH:24][CH:23]=1. (3) Given the product [C:1]([C:3]1[CH:4]=[CH:5][C:6]([NH:12][C:13]([C:15]2[CH:16]=[N:17][CH:18]=[C:19]([O:21][C:22]3[CH:27]=[CH:26][CH:25]=[CH:24][CH:23]=3)[CH:20]=2)=[O:14])=[C:7]([CH:11]=1)[C:8]([OH:10])=[O:9])#[N:2], predict the reactants needed to synthesize it. The reactants are: [C:1]([C:3]1[CH:4]=[CH:5][C:6]([NH:12][C:13]([C:15]2[CH:16]=[N:17][CH:18]=[C:19]([O:21][C:22]3[CH:27]=[CH:26][CH:25]=[CH:24][CH:23]=3)[CH:20]=2)=[O:14])=[C:7]([CH:11]=1)[C:8]([O-:10])=[O:9])#[N:2].[Li+].[OH-].CCOC(C)=O.Cl. (4) Given the product [CH3:13][NH:14][C:4]([C:6]1[CH:11]=[C:10]([Cl:12])[CH:9]=[CH:8][N:7]=1)=[O:3], predict the reactants needed to synthesize it. The reactants are: Cl.C[O:3][C:4]([C:6]1[CH:11]=[C:10]([Cl:12])[CH:9]=[CH:8][N:7]=1)=O.[CH3:13][NH2:14]. (5) Given the product [NH2:10][C:3]1[C:2]([Br:1])=[CH:7][N:6]=[C:5]([CH3:8])[C:4]=1/[CH:13]=[CH:12]/[C:11]([O:15][CH2:16][CH3:17])=[O:14], predict the reactants needed to synthesize it. The reactants are: [Br:1][C:2]1[C:3]([NH2:10])=[C:4](I)[C:5]([CH3:8])=[N:6][CH:7]=1.[C:11]([O:15][CH2:16][CH3:17])(=[O:14])[CH:12]=[CH2:13].C(N(CC)CC)C. (6) Given the product [CH:48]1([N:30]([CH2:31][C:32]2[CH:37]=[C:36]([CH2:38][CH2:39][CH2:40][O:41][CH3:42])[CH:35]=[C:34]([O:43][CH2:44][CH2:45][O:46][CH3:47])[CH:33]=2)[C:28]([C@@H:16]2[C@@:15]([OH:51])([C:13]3[CH:12]=[CH:11][N:10]=[C:9]([OH:8])[CH:14]=3)[CH2:20][CH2:19][N:18]([C:21]([O:23][C:24]([CH3:27])([CH3:26])[CH3:25])=[O:22])[CH2:17]2)=[O:29])[CH2:50][CH2:49]1, predict the reactants needed to synthesize it. The reactants are: C([O:8][C:9]1[CH:14]=[C:13]([C@@:15]2([OH:51])[CH2:20][CH2:19][N:18]([C:21]([O:23][C:24]([CH3:27])([CH3:26])[CH3:25])=[O:22])[CH2:17][C@@H:16]2[C:28]([N:30]([CH:48]2[CH2:50][CH2:49]2)[CH2:31][C:32]2[CH:37]=[C:36]([CH2:38][CH2:39][CH2:40][O:41][CH3:42])[CH:35]=[C:34]([O:43][CH2:44][CH2:45][O:46][CH3:47])[CH:33]=2)=[O:29])[CH:12]=[CH:11][N:10]=1)C1C=CC=CC=1.C(O)(=O)C.